Task: Regression/Classification. Given a drug SMILES string, predict its absorption, distribution, metabolism, or excretion properties. Task type varies by dataset: regression for continuous measurements (e.g., permeability, clearance, half-life) or binary classification for categorical outcomes (e.g., BBB penetration, CYP inhibition). Dataset: cyp2c19_veith.. Dataset: CYP2C19 inhibition data for predicting drug metabolism from PubChem BioAssay (1) The compound is O=C(CSc1nc2ccccc2s1)N1c2ccccc2Sc2ccccc21. The result is 1 (inhibitor). (2) The compound is COCCNc1ccnc(-c2cccc(NS(C)(=O)=O)c2)n1. The result is 0 (non-inhibitor). (3) The molecule is CCOC(=O)C[C@@H](C(=O)OCC)[C@@H]1CCCCC1=O. The result is 0 (non-inhibitor). (4) The molecule is c1ccc(CN2CCC3(CCc4ccccc43)CC2)cc1. The result is 1 (inhibitor).